From a dataset of Reaction yield outcomes from USPTO patents with 853,638 reactions. Predict the reaction yield, written as a fraction of the theoretical maximum amount of product (1.0 means a 100% yield; for example, 0.34 means a 34% yield). (1) The reactants are [CH:1]([O:4][C:5]1[CH:14]=[CH:13][CH:12]=[C:11]2[C:6]=1[CH:7]=[CH:8][CH:9]=[N:10]2)([CH3:3])[CH3:2].C1C(=O)N([Br:22])C(=O)C1. The catalyst is C(#N)C. The product is [Br:22][C:12]1[CH:13]=[CH:14][C:5]([O:4][CH:1]([CH3:3])[CH3:2])=[C:6]2[C:11]=1[N:10]=[CH:9][CH:8]=[CH:7]2. The yield is 0.920. (2) The reactants are [NH2:1][C:2]1[CH:7]=[CH:6][C:5]([N:8]2[CH2:13][CH2:12][CH2:11][CH2:10][CH2:9]2)=[CH:4][C:3]=1[C:14]1[CH:19]=[C:18]([NH:20][C:21](=[O:32])[C:22]2[CH:27]=[CH:26][CH:25]=[C:24]([C:28]([F:31])([F:30])[F:29])[CH:23]=2)[CH:17]=[CH:16][N:15]=1.C(N(CC)C(C)C)(C)C.Cl[C:43]([C:45]1[CH:46]=[C:47]([CH:56]=[CH:57][CH:58]=1)[CH2:48][S:49][CH2:50][CH2:51][C:52]([O:54][CH3:55])=[O:53])=[O:44]. The catalyst is ClCCl. The product is [N:8]1([C:5]2[CH:6]=[CH:7][C:2]([NH:1][C:43]([C:45]3[CH:46]=[C:47]([CH:56]=[CH:57][CH:58]=3)[CH2:48][S:49][CH2:50][CH2:51][C:52]([O:54][CH3:55])=[O:53])=[O:44])=[C:3]([C:14]3[CH:19]=[C:18]([NH:20][C:21](=[O:32])[C:22]4[CH:27]=[CH:26][CH:25]=[C:24]([C:28]([F:30])([F:31])[F:29])[CH:23]=4)[CH:17]=[CH:16][N:15]=3)[CH:4]=2)[CH2:9][CH2:10][CH2:11][CH2:12][CH2:13]1. The yield is 0.700. (3) The reactants are [F:1][C:2]1[N:7]=[C:6]([I:8])[C:5]([OH:9])=[CH:4][CH:3]=1.ClCCCl.C(N(CC)CC)C.[CH3:21][O:22][CH2:23][CH2:24][O:25][CH2:26]Cl. The catalyst is CO. The product is [F:1][C:2]1[N:7]=[C:6]([I:8])[C:5]([O:9][CH2:21][O:22][CH2:23][CH2:24][O:25][CH3:26])=[CH:4][CH:3]=1. The yield is 1.00. (4) The reactants are [Cl:1][C:2]1[CH:3]=[CH:4][C:5]([S:9][CH2:10][C:11]2[N:16]=[CH:15][CH:14]=[CH:13][N:12]=2)=[C:6]([CH:8]=1)[NH2:7].[O:17]1[C:21]2[CH:22]=[CH:23][CH:24]=[CH:25][C:20]=2[CH:19]=[C:18]1[S:26](Cl)(=[O:28])=[O:27]. The catalyst is N1C=CC=CC=1. The product is [Cl:1][C:2]1[CH:3]=[CH:4][C:5]([S:9][CH2:10][C:11]2[N:12]=[CH:13][CH:14]=[CH:15][N:16]=2)=[C:6]([NH:7][S:26]([C:18]2[O:17][C:21]3[CH:22]=[CH:23][CH:24]=[CH:25][C:20]=3[CH:19]=2)(=[O:27])=[O:28])[CH:8]=1. The yield is 0.510. (5) The reactants are [Br:1][C:2]1[CH:6]=[N:5][N:4]([CH3:7])[C:3]=1[C:8]1[CH:9]=[C:10]([NH2:16])[CH:11]=[CH:12][C:13]=1[O:14][CH3:15].[C:17]([N:25]=[C:26]=[O:27])(=[O:24])[C:18]1[CH:23]=[CH:22][CH:21]=[CH:20][CH:19]=1. The catalyst is C(Cl)Cl. The product is [C:17]([NH:25][C:26]([NH:16][C:10]1[CH:11]=[CH:12][C:13]([O:14][CH3:15])=[C:8]([C:3]2[N:4]([CH3:7])[N:5]=[CH:6][C:2]=2[Br:1])[CH:9]=1)=[O:27])(=[O:24])[C:18]1[CH:23]=[CH:22][CH:21]=[CH:20][CH:19]=1. The yield is 0.720. (6) The reactants are [NH2:1][C:2]1[CH:7]=[CH:6][C:5]([C:8]2[C:16]3[C:15]([NH2:17])=[N:14][CH:13]=[N:12][C:11]=3[O:10][CH:9]=2)=[CH:4][CH:3]=1.N1C=CC=CC=1.[C:24]1([S:30](Cl)(=[O:32])=[O:31])[CH:29]=[CH:28][CH:27]=[CH:26][CH:25]=1. The catalyst is ClCCl.O. The product is [NH2:17][C:15]1[C:16]2[C:8]([C:5]3[CH:4]=[CH:3][C:2]([NH:1][S:30]([C:24]4[CH:29]=[CH:28][CH:27]=[CH:26][CH:25]=4)(=[O:32])=[O:31])=[CH:7][CH:6]=3)=[CH:9][O:10][C:11]=2[N:12]=[CH:13][N:14]=1. The yield is 0.640.